From a dataset of Catalyst prediction with 721,799 reactions and 888 catalyst types from USPTO. Predict which catalyst facilitates the given reaction. (1) Reactant: [CH3:1][N:2]([CH3:36])[CH2:3][CH2:4][N:5]1[C:9]2[CH:10]=[CH:11][C:12]([S:14]([CH2:17][CH:18]3[CH2:23][CH2:22][N:21]([C:24]([C:26]4[CH:27]=[N:28][NH:29][CH:30]=4)=[O:25])[CH2:20][CH2:19]3)(=[O:16])=[O:15])=[CH:13][C:8]=2[N:7]=[C:6]1[CH2:31][C:32]([CH3:35])([CH3:34])[CH3:33].[ClH:37].C(OCC)(=O)C.CO. Product: [ClH:37].[CH3:1][N:2]([CH3:36])[CH2:3][CH2:4][N:5]1[C:9]2[CH:10]=[CH:11][C:12]([S:14]([CH2:17][CH:18]3[CH2:23][CH2:22][N:21]([C:24]([C:26]4[CH:30]=[N:29][NH:28][CH:27]=4)=[O:25])[CH2:20][CH2:19]3)(=[O:16])=[O:15])=[CH:13][C:8]=2[N:7]=[C:6]1[CH2:31][C:32]([CH3:34])([CH3:33])[CH3:35]. The catalyst class is: 8. (2) Reactant: [CH:1]1[CH:6]=[C:5]2[C:7]([C:9](O)([OH:12])[C:10](=[O:11])[C:4]2=[CH:3][CH:2]=1)=[O:8].[CH:14]1[C:19]([OH:20])=[CH:18][CH:17]=[CH:16][C:15]=1[CH3:21]. Product: [OH:11][C:10]12[C:4]3[C:5](=[CH:6][CH:1]=[CH:2][CH:3]=3)[C:7](=[O:8])[C:9]1([OH:12])[C:18]1[CH:17]=[CH:16][C:15]([CH3:21])=[CH:14][C:19]=1[O:20]2. The catalyst class is: 15. (3) Reactant: [CH2:1]([O:3][C:4](=[O:12])[CH2:5][CH2:6][CH2:7][CH2:8][CH2:9][CH2:10][Br:11])[CH3:2].[CH:13]1[CH:18]=[CH:17][C:16]([P:19]([C:26]2[CH:31]=[CH:30][CH:29]=[CH:28][CH:27]=2)[C:20]2[CH:25]=[CH:24][CH:23]=[CH:22][CH:21]=2)=[CH:15][CH:14]=1. Product: [Br-:11].[CH2:1]([O:3][C:4]([CH2:5][CH2:6][CH2:7][CH2:8][CH2:9][CH2:10][P+:19]([C:20]1[CH:21]=[CH:22][CH:23]=[CH:24][CH:25]=1)([C:26]1[CH:31]=[CH:30][CH:29]=[CH:28][CH:27]=1)[C:16]1[CH:15]=[CH:14][CH:13]=[CH:18][CH:17]=1)=[O:12])[CH3:2]. The catalyst class is: 10. (4) Reactant: [CH2:1]([Si:3]([C:8]#[CH:9])([CH2:6][CH3:7])[CH2:4][CH3:5])[CH3:2].C([Li])CCC.CN(C)P(=O)(N(C)C)N(C)C.Br[CH2:27][C@@H:28]([CH3:37])[CH2:29][O:30][CH:31]1[CH2:36][CH2:35][CH2:34][CH2:33][O:32]1.[Cl-].[NH4+]. Product: [CH2:8]([Si:3]([CH2:6][CH3:7])([CH2:4][CH3:5])[C:1]#[C:2][CH2:27][C@@H:28]([CH3:37])[CH2:29][O:30][CH:31]1[CH2:36][CH2:35][CH2:34][CH2:33][O:32]1)[CH3:9]. The catalyst class is: 188. (5) Reactant: [CH3:1][S:2]([C:5]1[S:6][C:7]([C:16]([OH:18])=O)=[C:8]2[C:13]=1[C:12](=[O:14])[NH:11][C:10]([CH3:15])=[N:9]2)(=[O:4])=[O:3].C1N=CN(C(N2C=NC=C2)=O)C=1.[CH:31]1([C:37]2[CH:43]=[CH:42][C:40]([NH2:41])=[CH:39][CH:38]=2)[CH2:36][CH2:35][CH2:34][CH2:33][CH2:32]1.O. Product: [CH:31]1([C:37]2[CH:38]=[CH:39][C:40]([NH:41][C:16]([C:7]3[S:6][C:5]([S:2]([CH3:1])(=[O:3])=[O:4])=[C:13]4[C:12](=[O:14])[NH:11][C:10]([CH3:15])=[N:9][C:8]=34)=[O:18])=[CH:42][CH:43]=2)[CH2:32][CH2:33][CH2:34][CH2:35][CH2:36]1. The catalyst class is: 3. (6) Product: [N:1]1[C:10]2[C:5](=[CH:6][CH:7]=[CH:8][C:9]=2[S:11]([NH:14][C:15]2[CH:25]=[CH:24][C:18]([C:19]([OH:21])=[O:20])=[CH:17][CH:16]=2)(=[O:13])=[O:12])[CH:4]=[CH:3][CH:2]=1. The catalyst class is: 20. Reactant: [N:1]1[C:10]2[C:5](=[CH:6][CH:7]=[CH:8][C:9]=2[S:11]([NH:14][C:15]2[CH:25]=[CH:24][C:18]([C:19]([O:21]CC)=[O:20])=[CH:17][CH:16]=2)(=[O:13])=[O:12])[CH:4]=[CH:3][CH:2]=1.[Li+].[OH-].